Dataset: NCI-60 drug combinations with 297,098 pairs across 59 cell lines. Task: Regression. Given two drug SMILES strings and cell line genomic features, predict the synergy score measuring deviation from expected non-interaction effect. (1) Drug 1: CC12CCC3C(C1CCC2=O)CC(=C)C4=CC(=O)C=CC34C. Drug 2: C#CCC(CC1=CN=C2C(=N1)C(=NC(=N2)N)N)C3=CC=C(C=C3)C(=O)NC(CCC(=O)O)C(=O)O. Cell line: HCC-2998. Synergy scores: CSS=44.7, Synergy_ZIP=1.15, Synergy_Bliss=1.51, Synergy_Loewe=1.04, Synergy_HSA=0.236. (2) Drug 1: C1C(C(OC1N2C=NC3=C(N=C(N=C32)Cl)N)CO)O. Synergy scores: CSS=54.4, Synergy_ZIP=-8.34, Synergy_Bliss=-4.65, Synergy_Loewe=-9.80, Synergy_HSA=-1.79. Cell line: LOX IMVI. Drug 2: CC1C(C(CC(O1)OC2CC(CC3=C2C(=C4C(=C3O)C(=O)C5=C(C4=O)C(=CC=C5)OC)O)(C(=O)CO)O)N)O.Cl.